Dataset: Full USPTO retrosynthesis dataset with 1.9M reactions from patents (1976-2016). Task: Predict the reactants needed to synthesize the given product. Given the product [Br:1][C:2]1[CH:3]=[CH:4][C:5]([CH2:6][CH2:7][C:8]([OH:10])=[O:9])=[CH:11][CH:12]=1, predict the reactants needed to synthesize it. The reactants are: [Br:1][C:2]1[CH:12]=[CH:11][C:5]([CH:6]=[CH:7][C:8]([OH:10])=[O:9])=[CH:4][CH:3]=1.[Cl-].[NH4+].